From a dataset of Catalyst prediction with 721,799 reactions and 888 catalyst types from USPTO. Predict which catalyst facilitates the given reaction. Reactant: [NH2:1][C:2]1[C:10]([CH3:11])=[CH:9][C:8]([CH3:12])=[CH:7][C:3]=1[C:4](O)=[O:5].C1C=CC2N(O)N=[N:19]C=2C=1.C(Cl)CCl.CN. Product: [NH2:1][C:2]1[C:10]([CH3:11])=[CH:9][C:8]([CH3:12])=[CH:7][C:3]=1[C:4]([NH2:19])=[O:5]. The catalyst class is: 2.